Dataset: TCR-epitope binding with 47,182 pairs between 192 epitopes and 23,139 TCRs. Task: Binary Classification. Given a T-cell receptor sequence (or CDR3 region) and an epitope sequence, predict whether binding occurs between them. The epitope is RAKFKQLL. The TCR CDR3 sequence is CASSFLAGTDTQYF. Result: 1 (the TCR binds to the epitope).